This data is from Blood-brain barrier permeability regression values from the B3DB database. The task is: Regression/Classification. Given a drug SMILES string, predict its absorption, distribution, metabolism, or excretion properties. Task type varies by dataset: regression for continuous measurements (e.g., permeability, clearance, half-life) or binary classification for categorical outcomes (e.g., BBB penetration, CYP inhibition). For this dataset (b3db_regression), we predict Y. (1) The molecule is CS(=O)(=O)C1=CC=C(C=C1)C2=C(C3=C(C=C2)C=C(C=C3)O)OC4=CC=C(C=C4)OCCN5CCCCC5. The Y is -0.810 log(BB ratio). (2) The molecule is C1CN=C(N1)NC2=C(C=C(C=C2Cl)Br)Cl. The Y is 0.410 log(BB ratio). (3) The drug is CNCCCC12CCC(C3=CC=CC=C31)C4=CC=CC=C24. The Y is 1.30 log(BB ratio). (4) The Y is -0.0500 log(BB ratio). The molecule is CCOC1=CC=CC=C1C(=O)N. (5) The compound is CC1=NC=C(C=C1)CC2=CN=C(NC2=O)NCCCCC3=C(C=CC=N3)OC. The Y is -2.00 log(BB ratio). (6) The compound is C1C(C2=CC=CC=C2N(C3=CC=CC=C31)C(=O)N)O. The Y is -0.590 log(BB ratio). (7) The molecule is C1=CC=C(C=C1)NC(=NC2=CC=CC=C2)N. The Y is 0 log(BB ratio). (8) The molecule is CCC[C@@H](C)C1(C(=O)NC(=O)NC1=O)CC. The Y is 0.120 log(BB ratio). (9) The drug is CC12CCN(C1N(C3=C2C=C(C=C3)OC(=O)NC)C)C. The Y is 0.0800 log(BB ratio).